From a dataset of Full USPTO retrosynthesis dataset with 1.9M reactions from patents (1976-2016). Predict the reactants needed to synthesize the given product. (1) Given the product [Si:1]([O:8][C:9]1[CH:14]=[CH:13][C:12]([CH2:15][CH2:16][C:17]([NH2:22])=[O:19])=[CH:11][CH:10]=1)([C:4]([CH3:7])([CH3:6])[CH3:5])([CH3:3])[CH3:2], predict the reactants needed to synthesize it. The reactants are: [Si:1]([O:8][C:9]1[CH:14]=[CH:13][C:12]([CH2:15][CH2:16][C:17]([OH:19])=O)=[CH:11][CH:10]=1)([C:4]([CH3:7])([CH3:6])[CH3:5])([CH3:3])[CH3:2].C([N:22](CC)CC)C.ClC(OCC)=O.[NH4+].[OH-]. (2) Given the product [CH2:1]=[C:2]1[CH2:8][CH2:7][C:6]2[CH:18]=[C:19]([CH:22]([OH:24])[CH3:23])[CH:20]=[CH:21][C:5]=2[O:4][CH2:3]1, predict the reactants needed to synthesize it. The reactants are: [CH2:1]=[C:2]1[CH2:8][CH:7](S(C2C=CC=CC=2)(=O)=O)[C:6]2[CH:18]=[C:19]([C:22](=[O:24])[CH3:23])[CH:20]=[CH:21][C:5]=2[O:4][CH2:3]1.P([O-])([O-])(O)=O.[Na+].[Na+].CO.O1CCCC1. (3) Given the product [Cl:40][C:41]1[CH:46]=[CH:45][C:44]([S:47][C:2]2[CH:8]3[CH2:9][CH:5]([CH2:6][CH2:7]3)[C:4](=[O:10])[C:3]=2[C:11]([C:13]2[C:14]([CH3:23])=[N:15][C:16]([C:19]([F:21])([F:22])[F:20])=[CH:17][CH:18]=2)=[O:12])=[CH:43][CH:42]=1, predict the reactants needed to synthesize it. The reactants are: Cl[C:2]1[CH:8]2[CH2:9][CH:5]([CH2:6][CH2:7]2)[C:4](=[O:10])[C:3]=1[C:11]([C:13]1[C:14]([CH3:23])=[N:15][C:16]([C:19]([F:22])([F:21])[F:20])=[CH:17][CH:18]=1)=[O:12].CN(C1C=CC=CN=1)C.C(N(CC)CC)C.[Cl:40][C:41]1[CH:46]=[CH:45][C:44]([SH:47])=[CH:43][CH:42]=1. (4) The reactants are: [C:1]1([C:7]2[C:8]([C:16]3[CH:23]=[CH:22][C:19]([CH:20]=O)=[CH:18][CH:17]=3)=[N:9][C:10]3[N:11]([N:13]=[CH:14][CH:15]=3)[CH:12]=2)[CH:6]=[CH:5][CH:4]=[CH:3][CH:2]=1.Cl.[NH:25]1[CH2:30][CH2:29][CH:28]([C:31]2[NH:35][C:34]3[CH:36]=[C:37]([C:40]([F:43])([F:42])[F:41])[CH:38]=[CH:39][C:33]=3[N:32]=2)[CH2:27][CH2:26]1.[BH-](OC(C)=O)(OC(C)=O)OC(C)=O.[Na+]. Given the product [C:1]1([C:7]2[C:8]([C:16]3[CH:23]=[CH:22][C:19]([CH2:20][N:25]4[CH2:30][CH2:29][CH:28]([C:31]5[NH:35][C:34]6[CH:36]=[C:37]([C:40]([F:43])([F:42])[F:41])[CH:38]=[CH:39][C:33]=6[N:32]=5)[CH2:27][CH2:26]4)=[CH:18][CH:17]=3)=[N:9][C:10]3[N:11]([N:13]=[CH:14][CH:15]=3)[CH:12]=2)[CH:6]=[CH:5][CH:4]=[CH:3][CH:2]=1, predict the reactants needed to synthesize it. (5) Given the product [Cl:38][C:33]1[CH:34]=[CH:35][CH:36]=[CH:37][C:32]=1[C:29]1[C:30]([I:31])=[C:26]2[N:25]=[CH:24][CH:23]=[C:22]([N:7]3[CH2:8][C:5]([NH:4][CH2:2][CH3:3])([C:9]([NH2:11])=[O:10])[CH2:6]3)[N:27]2[N:28]=1, predict the reactants needed to synthesize it. The reactants are: Cl.[CH2:2]([NH:4][C:5]1([C:9]([NH2:11])=[O:10])[CH2:8][NH:7][CH2:6]1)[CH3:3].C(N(C(C)C)CC)(C)C.Cl[C:22]1[N:27]2[N:28]=[C:29]([C:32]3[CH:37]=[CH:36][CH:35]=[CH:34][C:33]=3[Cl:38])[C:30]([I:31])=[C:26]2[N:25]=[CH:24][CH:23]=1.N1CCC1. (6) Given the product [F:36][C:37]([F:42])([F:41])[C:38]([OH:40])=[O:39].[CH2:17]([N:16]([CH2:15][CH2:14][C:13]([N:9]1[CH2:10][CH2:11][CH2:12][C@@H:8]1[C:6]([OH:7])=[O:5])=[O:35])[CH2:19][CH2:20][C:21]([N:23]1[CH2:27][CH2:26][CH2:25][C@@H:24]1[C:28]([OH:30])=[O:29])=[O:22])[CH3:18], predict the reactants needed to synthesize it. The reactants are: C([O:5][C:6]([C@H:8]1[CH2:12][CH2:11][CH2:10][N:9]1[C:13](=[O:35])[CH2:14][CH2:15][N:16]([CH2:19][CH2:20][C:21]([N:23]1[CH2:27][CH2:26][CH2:25][C@@H:24]1[C:28]([O:30]C(C)(C)C)=[O:29])=[O:22])[CH2:17][CH3:18])=[O:7])(C)(C)C.[F:36][C:37]([F:42])([F:41])[C:38]([OH:40])=[O:39]. (7) The reactants are: [Cl:1][C:2]1[CH:3]=[C:4]([C@@H:15]([NH:22][C:23](=[O:43])[CH2:24][NH:25][C:26](=[O:42])[C:27]2[CH:32]=[C:31]([NH:33][C:34]3[NH:35][CH2:36][CH:37]([OH:40])[CH2:38][N:39]=3)[CH:30]=[C:29]([OH:41])[CH:28]=2)[CH2:16][C:17]([O:19]CC)=[O:18])[CH:5]=[C:6]([C:8]([OH:14])([CH3:13])[C:9]([F:12])([F:11])[F:10])[CH:7]=1.O.[OH-].[Li+].ClCCl. Given the product [Cl:1][C:2]1[CH:3]=[C:4]([C@@H:15]([NH:22][C:23](=[O:43])[CH2:24][NH:25][C:26](=[O:42])[C:27]2[CH:32]=[C:31]([NH:33][C:34]3[NH:39][CH2:38][CH:37]([OH:40])[CH2:36][N:35]=3)[CH:30]=[C:29]([OH:41])[CH:28]=2)[CH2:16][C:17]([OH:19])=[O:18])[CH:5]=[C:6]([C:8]([OH:14])([CH3:13])[C:9]([F:12])([F:10])[F:11])[CH:7]=1, predict the reactants needed to synthesize it. (8) Given the product [F:20][C:21]([F:34])([F:33])[S:22]([O:1][C:2]1[CH:9]=[CH:8][C:5]([CH:6]2[O:37][CH2:36][CH2:35][O:7]2)=[CH:4][C:3]=1[N+:10]([O-:12])=[O:11])(=[O:24])=[O:23], predict the reactants needed to synthesize it. The reactants are: [OH:1][C:2]1[CH:9]=[CH:8][C:5]([CH:6]=[O:7])=[CH:4][C:3]=1[N+:10]([O-:12])=[O:11].C(N(CC)CC)C.[F:20][C:21]([F:34])([F:33])[S:22](O[S:22]([C:21]([F:34])([F:33])[F:20])(=[O:24])=[O:23])(=[O:24])=[O:23].[CH2:35](O)[CH2:36][OH:37]. (9) Given the product [ClH:25].[NH2:17][C@H:12]([C:10]1[O:11][C:7]([NH:6][C:4]([CH:1]2[CH2:3][CH2:2]2)=[O:5])=[N:8][N:9]=1)[C:13]([CH3:16])([CH3:15])[CH3:14], predict the reactants needed to synthesize it. The reactants are: [CH:1]1([C:4]([NH:6][C:7]2[O:11][C:10]([C@@H:12]([NH:17]C(=O)OC(C)(C)C)[C:13]([CH3:16])([CH3:15])[CH3:14])=[N:9][N:8]=2)=[O:5])[CH2:3][CH2:2]1.[ClH:25].